Dataset: Forward reaction prediction with 1.9M reactions from USPTO patents (1976-2016). Task: Predict the product of the given reaction. (1) Given the reactants [N-:1]=[N+:2]=[N-:3].[Na+].CS(C)=O.CCN(C(C)C)C(C)C.[Cl:18][C:19]1[CH:24]=[CH:23][CH:22]=[CH:21][C:20]=1[CH2:25]Cl, predict the reaction product. The product is: [N:1]([CH2:25][C:20]1[CH:21]=[CH:22][CH:23]=[CH:24][C:19]=1[Cl:18])=[N+:2]=[N-:3]. (2) Given the reactants Br[C:2]1[O:23][C:5]2[N:6]([CH3:22])[CH:7]=[C:8]([C:11]([NH:13][CH2:14][C:15]3[CH:20]=[CH:19][C:18]([Cl:21])=[CH:17][CH:16]=3)=[O:12])[C:9](=[O:10])[C:4]=2[CH:3]=1.[N:24]1[CH:29]=[CH:28][CH:27]=[CH:26][C:25]=1[CH:30]([OH:34])[CH2:31][C:32]#[CH:33], predict the reaction product. The product is: [Cl:21][C:18]1[CH:19]=[CH:20][C:15]([CH2:14][NH:13][C:11]([C:8]2[C:9](=[O:10])[C:4]3[CH:3]=[C:2]([C:33]#[C:32][CH2:31][CH:30]([OH:34])[C:25]4[CH:26]=[CH:27][CH:28]=[CH:29][N:24]=4)[O:23][C:5]=3[N:6]([CH3:22])[CH:7]=2)=[O:12])=[CH:16][CH:17]=1. (3) Given the reactants [Br:1][C:2]1[CH:7]=[CH:6][C:5]([C:8](=O)[C:9]([C:11]2[CH:16]=[CH:15][CH:14]=[CH:13][CH:12]=2)=O)=[CH:4][CH:3]=1.[C:18]1([NH2:25])[CH:23]=[CH:22][CH:21]=[CH:20][C:19]=1[NH2:24], predict the reaction product. The product is: [Br:1][C:2]1[CH:7]=[CH:6][C:5]([C:8]2[C:9]([C:11]3[CH:16]=[CH:15][CH:14]=[CH:13][CH:12]=3)=[N:25][C:18]3[C:19](=[CH:20][CH:21]=[CH:22][CH:23]=3)[N:24]=2)=[CH:4][CH:3]=1. (4) The product is: [ClH:24].[F:1][C:2]1[CH:23]=[CH:22][C:5]([O:6][C:7]2[CH:21]=[CH:20][C:10]([O:11][CH:12]3[CH:17]4[CH2:18][CH2:19][N:14]([CH2:15][CH2:16]4)[CH2:13]3)=[CH:9][CH:8]=2)=[CH:4][CH:3]=1. Given the reactants [F:1][C:2]1[CH:23]=[CH:22][C:5]([O:6][C:7]2[CH:21]=[CH:20][C:10]([O:11][CH:12]3[CH:17]4[CH2:18][CH2:19][N:14]([CH2:15][CH2:16]4)[CH2:13]3)=[CH:9][CH:8]=2)=[CH:4][CH:3]=1.[ClH:24].O1CCOCC1, predict the reaction product. (5) Given the reactants [Cl:1][C:2]1[CH:3]=[C:4]([CH:6]=[CH:7][C:8]=1[CH3:9])[NH2:5].[CH:10](=O)[CH2:11][CH2:12][CH3:13], predict the reaction product. The product is: [CH2:10]([NH:5][C:4]1[CH:6]=[CH:7][C:8]([CH3:9])=[C:2]([Cl:1])[CH:3]=1)[CH2:11][CH2:12][CH3:13]. (6) Given the reactants I[C:2]1[C:3]([CH3:14])=[CH:4][C:5]([C:8]2[CH:13]=[CH:12][CH:11]=[CH:10][CH:9]=2)=[N:6][CH:7]=1.[CH:15]1[C:27]2[NH:26][C:25]3[C:20](=[CH:21][CH:22]=[CH:23][CH:24]=3)[C:19]=2[CH:18]=[CH:17][CH:16]=1.CN[C@@H]1CCCC[C@@H]1NC.P([O-])([O-])([O-])=O.[K+].[K+].[K+], predict the reaction product. The product is: [CH3:14][C:3]1[CH:4]=[C:5]([C:8]2[CH:13]=[CH:12][CH:11]=[CH:10][CH:9]=2)[N:6]=[CH:7][C:2]=1[N:26]1[C:27]2[CH:15]=[CH:16][CH:17]=[CH:18][C:19]=2[C:20]2[C:25]1=[CH:24][CH:23]=[CH:22][CH:21]=2.